Dataset: TCR-epitope binding with 47,182 pairs between 192 epitopes and 23,139 TCRs. Task: Binary Classification. Given a T-cell receptor sequence (or CDR3 region) and an epitope sequence, predict whether binding occurs between them. (1) Result: 0 (the TCR does not bind to the epitope). The TCR CDR3 sequence is CASSQEPGQLQETQYF. The epitope is VLAWLYAAV. (2) The epitope is FLKEKGGL. The TCR CDR3 sequence is CASSLGQGTTYEQYF. Result: 1 (the TCR binds to the epitope). (3) The TCR CDR3 sequence is CASSQVYPGQGYEQFF. Result: 0 (the TCR does not bind to the epitope). The epitope is LLLGIGILV. (4) The epitope is FLNRFTTTL. The TCR CDR3 sequence is CASSPRTQETQYF. Result: 0 (the TCR does not bind to the epitope). (5) The epitope is YLKLTDNVYIK. The TCR CDR3 sequence is CASSLDHAGNEKLFF. Result: 0 (the TCR does not bind to the epitope). (6) The epitope is TPRVTGGGAM. The TCR CDR3 sequence is CASSTHDRDGGGSAQHF. Result: 1 (the TCR binds to the epitope).